The task is: Predict the reactants needed to synthesize the given product.. This data is from Full USPTO retrosynthesis dataset with 1.9M reactions from patents (1976-2016). (1) Given the product [CH3:1][C:2]1[CH:3]=[C:4]2[C:8](=[CH:9][CH:10]=1)[N:7]([CH2:11][CH:12]([CH3:14])[CH3:13])[CH:6]=[C:5]2[C:15]([OH:17])=[O:16], predict the reactants needed to synthesize it. The reactants are: [CH3:1][C:2]1[CH:3]=[C:4]2[C:8](=[CH:9][CH:10]=1)[N:7]([CH2:11][CH:12]([CH3:14])[CH3:13])[CH:6]=[C:5]2[C:15]([O:17]C)=[O:16].[OH-].[Na+].C(O)(C)C.Cl. (2) Given the product [CH3:5][C:4]1[N:6]=[C:7]([C:8]2[CH:9]=[CH:10][C:11]([CH3:14])=[CH:12][CH:13]=2)[N:17]([C:19]2[CH:24]=[CH:23][C:22]([S:25]([NH2:28])(=[O:26])=[O:27])=[CH:21][CH:20]=2)[N:18]=1, predict the reactants needed to synthesize it. The reactants are: C(O[C:4](=[N:6][C:7](=O)[C:8]1[CH:13]=[CH:12][C:11]([CH3:14])=[CH:10][CH:9]=1)[CH3:5])C.Cl.[NH:17]([C:19]1[CH:24]=[CH:23][C:22]([S:25]([NH2:28])(=[O:27])=[O:26])=[CH:21][CH:20]=1)[NH2:18].C(N(CC)CC)C.O. (3) Given the product [NH2:8][C:9]1([C:13]2[CH:18]=[CH:17][C:16]([C:19]3[C:36]([C:37]4[CH:38]=[CH:39][CH:40]=[CH:41][CH:42]=4)=[CH:35][N:22]4[N:23]=[C:24]5[C:29]([CH:28]=[CH:27][CH:26]=[C:25]5/[CH:30]=[CH:31]/[C:32]([NH2:34])=[O:33])=[C:21]4[N:20]=3)=[CH:15][CH:14]=2)[CH2:10][CH2:11][CH2:12]1, predict the reactants needed to synthesize it. The reactants are: C(OC([NH:8][C:9]1([C:13]2[CH:18]=[CH:17][C:16]([C:19]3[C:36]([C:37]4[CH:42]=[CH:41][CH:40]=[CH:39][CH:38]=4)=[CH:35][N:22]4[N:23]=[C:24]5[C:29]([CH:28]=[CH:27][CH:26]=[C:25]5/[CH:30]=[CH:31]/[C:32]([NH2:34])=[O:33])=[C:21]4[N:20]=3)=[CH:15][CH:14]=2)[CH2:12][CH2:11][CH2:10]1)=O)(C)(C)C. (4) Given the product [Cl:11][C:9]1[CH:8]=[CH:7][C:3]([C:4]([OH:6])=[O:5])=[C:2]([NH:15][C:14]2[CH:16]=[CH:17][CH:18]=[CH:19][C:13]=2[Cl:12])[CH:10]=1, predict the reactants needed to synthesize it. The reactants are: Br[C:2]1[CH:10]=[C:9]([Cl:11])[CH:8]=[CH:7][C:3]=1[C:4]([OH:6])=[O:5].[Cl:12][C:13]1[CH:19]=[CH:18][CH:17]=[CH:16][C:14]=1[NH2:15].C(=O)([O-])[O-].[K+].[K+].C(OCCO)C. (5) Given the product [Cl:2][C:3]1[CH:8]=[CH:7][C:6]([C:9](=[O:11])[CH2:10][C:12](=[O:18])[C:13]([O:15][CH2:16][CH3:17])=[O:14])=[CH:5][CH:4]=1, predict the reactants needed to synthesize it. The reactants are: [Na].[Cl:2][C:3]1[CH:8]=[CH:7][C:6]([C:9](=[O:11])[CH3:10])=[CH:5][CH:4]=1.[C:12](OCC)(=[O:18])[C:13]([O:15][CH2:16][CH3:17])=[O:14]. (6) Given the product [NH2:1][C:2]1[C:7]([C:8]#[N:9])=[C:6]([C:10]2[CH:11]=[CH:12][C:13]([NH2:16])=[CH:14][CH:15]=2)[C:5]([C:19]#[N:20])=[C:4]([O:21][CH3:22])[N:3]=1, predict the reactants needed to synthesize it. The reactants are: [NH2:1][C:2]1[C:7]([C:8]#[N:9])=[C:6]([C:10]2[CH:15]=[CH:14][C:13]([N+:16]([O-])=O)=[CH:12][CH:11]=2)[C:5]([C:19]#[N:20])=[C:4]([O:21][CH3:22])[N:3]=1. (7) Given the product [Br:1]/[CH:2]=[C:3]1/[C@H:11]2[C@:7]([CH3:15])([CH2:6][CH2:5][CH2:4]/1)/[C:8](=[CH:12]\[CH3:13])/[CH2:9][CH2:10]2, predict the reactants needed to synthesize it. The reactants are: [Br:1]/[CH:2]=[C:3]1\[CH2:4][CH2:5][CH2:6][C@@:7]2([CH3:15])[C@H:11]\1[CH2:10][CH2:9][C@@H:8]2[C@H:12](O)[CH3:13].C1(P(C2C=CC=CC=2)C2C=CC=CC=2)C=CC=CC=1.COC(N=NC(OC)=O)=O.